Dataset: Reaction yield outcomes from USPTO patents with 853,638 reactions. Task: Predict the reaction yield, written as a fraction of the theoretical maximum amount of product (1.0 means a 100% yield; for example, 0.34 means a 34% yield). (1) The reactants are C(N(CC)CC)C.[Br:8][C:9]1[CH:17]=[CH:16][C:15]([S:18]([CH:21]([CH3:23])[CH3:22])(=[O:20])=[O:19])=[CH:14][C:10]=1[C:11]([NH2:13])=O.FC(F)(F)C(OC(=O)C(F)(F)F)=O. The catalyst is C1COCC1.CCOC(C)=O. The product is [Br:8][C:9]1[CH:17]=[CH:16][C:15]([S:18]([CH:21]([CH3:23])[CH3:22])(=[O:20])=[O:19])=[CH:14][C:10]=1[C:11]#[N:13]. The yield is 0.860. (2) The reactants are [F:1][C:2]1[CH:7]=[CH:6][C:5]([CH3:8])=[CH:4][N:3]=1.C(Cl)(Cl)(Cl)Cl.C1C(=O)N([Br:21])C(=O)C1. The catalyst is O.C(OOC(=O)C1C=CC=CC=1)(=O)C1C=CC=CC=1. The product is [Br:21][CH2:8][C:5]1[CH:6]=[CH:7][C:2]([F:1])=[N:3][CH:4]=1. The yield is 0.410. (3) The reactants are [CH3:1][O:2][C:3]1[C:4]2[N:12]=[C:11]([N:13]=[C:14](SC)SC)[S:10][C:5]=2[N:6]=[C:7]([CH3:9])[N:8]=1.Cl.Cl.[NH2:21][CH2:22][C@@:23]1([OH:31])[CH:28]2[CH2:29][CH2:30][N:25]([CH2:26][CH2:27]2)[CH2:24]1.C(=O)([O-])[O-].[Cs+].[Cs+].O. The catalyst is CN(C=O)C. The product is [CH3:1][O:2][C:3]1[C:4]2[N:12]=[C:11]([NH:13][C:14]3[O:31][C@:23]4([CH2:22][N:21]=3)[CH:28]3[CH2:29][CH2:30][N:25]([CH2:26][CH2:27]3)[CH2:24]4)[S:10][C:5]=2[N:6]=[C:7]([CH3:9])[N:8]=1. The yield is 0.500. (4) The reactants are [CH3:1][C@@H:2]1[CH2:7][NH:6][C@@H:5]([CH3:8])[CH2:4][NH:3]1.C(N(CC)CC)C.Cl[C:17]([O:19][CH2:20][C:21]1[CH:26]=[CH:25][CH:24]=[CH:23][CH:22]=1)=[O:18]. The catalyst is ClCCl. The product is [CH3:1][C@H:2]1[CH2:7][NH:6][C@H:5]([CH3:8])[CH2:4][N:3]1[C:17]([O:19][CH2:20][C:21]1[CH:26]=[CH:25][CH:24]=[CH:23][CH:22]=1)=[O:18]. The yield is 0.180. (5) The reactants are [OH-].[Na+].[CH2:3]([N:10]1[CH2:15][CH2:14][CH:13]([CH3:16])[CH:12]([N:17]([CH3:37])[C:18]2[C:19]3[CH:26]=[CH:25][N:24](S(C4C=CC(C)=CC=4)(=O)=O)[C:20]=3[N:21]=[CH:22][N:23]=2)[CH2:11]1)[C:4]1[CH:9]=[CH:8][CH:7]=[CH:6][CH:5]=1. The catalyst is C(OCC)(=O)C. The product is [CH2:3]([N:10]1[CH2:15][CH2:14][CH:13]([CH3:16])[CH:12]([N:17]([CH3:37])[C:18]2[C:19]3[CH:26]=[CH:25][NH:24][C:20]=3[N:21]=[CH:22][N:23]=2)[CH2:11]1)[C:4]1[CH:5]=[CH:6][CH:7]=[CH:8][CH:9]=1. The yield is 0.880. (6) The reactants are [NH2:1][C:2]1[C:11]2[C:6](=[CH:7][CH:8]=[CH:9][C:10]=2[O:12][CH2:13][C:14]([NH2:17])([CH3:16])[CH3:15])[N:5]=[C:4]([CH3:18])[C:3]=1[C:19]([O:21]CC)=[O:20].[OH-].[Na+].[ClH:26]. The catalyst is CCO.O. The product is [Cl-:26].[NH3+:17][C:14]([CH3:16])([CH3:15])[CH2:13][O:12][C:10]1[CH:9]=[CH:8][CH:7]=[C:6]2[C:11]=1[C:2]([NH3+:1])=[C:3]([C:19]([OH:21])=[O:20])[C:4]([CH3:18])=[N:5]2.[Cl-:26]. The yield is 0.540.